Dataset: Peptide-MHC class II binding affinity with 134,281 pairs from IEDB. Task: Regression. Given a peptide amino acid sequence and an MHC pseudo amino acid sequence, predict their binding affinity value. This is MHC class II binding data. (1) The peptide sequence is MFIRNCARKVFNDIK. The MHC is DRB1_0802 with pseudo-sequence DRB1_0802. The binding affinity (normalized) is 0.592. (2) The peptide sequence is GHGCAQPAMERRKHI. The MHC is DRB1_0401 with pseudo-sequence DRB1_0401. The binding affinity (normalized) is 0.253. (3) The peptide sequence is AFKVAAAAANAAPAN. The MHC is DRB1_0802 with pseudo-sequence DRB1_0802. The binding affinity (normalized) is 0.687. (4) The peptide sequence is PEQPQQSFPEQERP. The MHC is DRB1_1101 with pseudo-sequence DRB1_1101. The binding affinity (normalized) is 0. (5) The MHC is DRB1_0404 with pseudo-sequence DRB1_0404. The binding affinity (normalized) is 0.539. The peptide sequence is QELQIVDKIDAAFKI. (6) The peptide sequence is NLADAVSKAPQLVPK. The MHC is HLA-DQA10102-DQB10602 with pseudo-sequence HLA-DQA10102-DQB10602. The binding affinity (normalized) is 0.276. (7) The MHC is HLA-DPA10103-DPB10401 with pseudo-sequence HLA-DPA10103-DPB10401. The binding affinity (normalized) is 1.00. The peptide sequence is CKTLTPLMSSKFPEL. (8) The peptide sequence is IVALIIAIVVWTIV. The MHC is DRB1_1201 with pseudo-sequence DRB1_1201. The binding affinity (normalized) is 0.127. (9) The peptide sequence is AQLGLRKKTKQSITE. The MHC is DRB1_0701 with pseudo-sequence DRB1_0701. The binding affinity (normalized) is 0.297. (10) The peptide sequence is FDKFLANVSTVLTGK. The MHC is DRB1_1101 with pseudo-sequence DRB1_1101. The binding affinity (normalized) is 0.559.